Task: Regression. Given two drug SMILES strings and cell line genomic features, predict the synergy score measuring deviation from expected non-interaction effect.. Dataset: NCI-60 drug combinations with 297,098 pairs across 59 cell lines (1) Drug 1: CN1CCC(CC1)COC2=C(C=C3C(=C2)N=CN=C3NC4=C(C=C(C=C4)Br)F)OC. Drug 2: C1C(C(OC1N2C=NC(=NC2=O)N)CO)O. Cell line: A549. Synergy scores: CSS=13.7, Synergy_ZIP=-4.08, Synergy_Bliss=-1.52, Synergy_Loewe=-3.77, Synergy_HSA=-1.28. (2) Drug 2: C1=CC=C(C(=C1)C(C2=CC=C(C=C2)Cl)C(Cl)Cl)Cl. Cell line: MOLT-4. Drug 1: CC1=C(C=C(C=C1)NC(=O)C2=CC=C(C=C2)CN3CCN(CC3)C)NC4=NC=CC(=N4)C5=CN=CC=C5. Synergy scores: CSS=-4.34, Synergy_ZIP=4.03, Synergy_Bliss=3.06, Synergy_Loewe=0.542, Synergy_HSA=-2.52. (3) Drug 1: CN1C(=O)N2C=NC(=C2N=N1)C(=O)N. Drug 2: CNC(=O)C1=NC=CC(=C1)OC2=CC=C(C=C2)NC(=O)NC3=CC(=C(C=C3)Cl)C(F)(F)F. Cell line: T-47D. Synergy scores: CSS=34.2, Synergy_ZIP=15.2, Synergy_Bliss=15.3, Synergy_Loewe=-12.7, Synergy_HSA=7.56. (4) Drug 1: C1CCC(C(C1)N)N.C(=O)(C(=O)[O-])[O-].[Pt+4]. Drug 2: C1CN(P(=O)(OC1)NCCCl)CCCl. Cell line: MCF7. Synergy scores: CSS=13.6, Synergy_ZIP=-14.2, Synergy_Bliss=-20.3, Synergy_Loewe=-19.7, Synergy_HSA=-20.1. (5) Drug 1: CCCS(=O)(=O)NC1=C(C(=C(C=C1)F)C(=O)C2=CNC3=C2C=C(C=N3)C4=CC=C(C=C4)Cl)F. Drug 2: CC=C1C(=O)NC(C(=O)OC2CC(=O)NC(C(=O)NC(CSSCCC=C2)C(=O)N1)C(C)C)C(C)C. Cell line: HCT-15. Synergy scores: CSS=3.35, Synergy_ZIP=1.98, Synergy_Bliss=3.11, Synergy_Loewe=-0.621, Synergy_HSA=0.562. (6) Drug 1: COC1=C(C=C2C(=C1)N=CN=C2NC3=CC(=C(C=C3)F)Cl)OCCCN4CCOCC4. Drug 2: C1=NC(=NC(=O)N1C2C(C(C(O2)CO)O)O)N. Cell line: CCRF-CEM. Synergy scores: CSS=20.5, Synergy_ZIP=1.62, Synergy_Bliss=6.52, Synergy_Loewe=2.60, Synergy_HSA=5.97. (7) Drug 1: CS(=O)(=O)CCNCC1=CC=C(O1)C2=CC3=C(C=C2)N=CN=C3NC4=CC(=C(C=C4)OCC5=CC(=CC=C5)F)Cl. Drug 2: C1CCC(C(C1)N)N.C(=O)(C(=O)[O-])[O-].[Pt+4]. Cell line: CCRF-CEM. Synergy scores: CSS=21.3, Synergy_ZIP=-2.98, Synergy_Bliss=-0.810, Synergy_Loewe=-11.7, Synergy_HSA=-1.66.